Dataset: Catalyst prediction with 721,799 reactions and 888 catalyst types from USPTO. Task: Predict which catalyst facilitates the given reaction. (1) Reactant: C([O:8][C:9]1[CH:10]=[C:11]2[C:15](=[CH:16][C:17]=1[F:18])[N:14]([C:19]([O:21][C:22]([CH3:25])([CH3:24])[CH3:23])=[O:20])[CH:13]=[CH:12]2)C1C=CC=CC=1. Product: [C:22]([O:21][C:19]([N:14]1[C:15]2[C:11](=[CH:10][C:9]([OH:8])=[C:17]([F:18])[CH:16]=2)[CH2:12][CH2:13]1)=[O:20])([CH3:25])([CH3:23])[CH3:24]. The catalyst class is: 29. (2) Reactant: [Cl-].[C:2]([O:6][C:7](=[O:10])[CH2:8][Zn+])([CH3:5])([CH3:4])[CH3:3].CCOCC.Br[C:17]1[CH:44]=[CH:43][C:20]([CH2:21][O:22][CH2:23][C@H:24]2[CH2:26][C@@H:25]2[CH:27]2[CH2:32][CH2:31][N:30]([C:33]([O:35][CH2:36][C:37]3[CH:42]=[CH:41][CH:40]=[CH:39][CH:38]=3)=[O:34])[CH2:29][CH2:28]2)=[C:19]([F:45])[CH:18]=1.CC(C1C=C(C(C)C)C(C2C=CC=CC=2P(C2CCCCC2)C2CCCCC2)=C(C(C)C)C=1)C. Product: [C:2]([O:6][C:7](=[O:10])[CH2:8][C:17]1[CH:44]=[CH:43][C:20]([CH2:21][O:22][CH2:23][C@H:24]2[CH2:26][C@@H:25]2[CH:27]2[CH2:28][CH2:29][N:30]([C:33]([O:35][CH2:36][C:37]3[CH:42]=[CH:41][CH:40]=[CH:39][CH:38]=3)=[O:34])[CH2:31][CH2:32]2)=[C:19]([F:45])[CH:18]=1)([CH3:5])([CH3:4])[CH3:3]. The catalyst class is: 443. (3) Reactant: [Br:1][C:2]1[CH:3]=[CH:4][C:5]2[N:6]([C:8]([C:11](=[NH:14])[NH:12][OH:13])=[CH:9][N:10]=2)[CH:7]=1.[CH3:15][C:16](OCC1C2C(=CC=CC=2)C(COC(C)=O)=C2C=1C=CC=C2)=O. Product: [Br:1][C:2]1[CH:3]=[CH:4][C:5]2[N:6]([C:8]([C:11]3[N:14]=[C:15]([CH3:16])[O:13][N:12]=3)=[CH:9][N:10]=2)[CH:7]=1. The catalyst class is: 11. (4) Reactant: O[C@H:2]([C:22]1[CH:31]=[CH:30][C:25]2[C:26](=[O:29])[O:27][CH2:28][C:24]=2[C:23]=1[CH3:32])[CH2:3][N:4]1[CH2:21][CH2:20][C:7]2([C:11](=[O:12])[N:10]([C:13]3[CH2:14][O:15][C:16](=[O:19])[C:17]=3[CH3:18])[CH2:9][CH2:8]2)[CH2:6][CH2:5]1.CS([Cl:37])(=O)=O.C(N(CC)CC)C. Product: [Cl:37][C@@H:2]([C:22]1[C:23]([CH3:32])=[C:24]2[C:25](=[CH:30][CH:31]=1)[C:26](=[O:29])[O:27][CH2:28]2)[CH2:3][N:4]1[CH2:21][CH2:20][C:7]2([C:11](=[O:12])[N:10]([C:13]3[CH2:14][O:15][C:16](=[O:19])[C:17]=3[CH3:18])[CH2:9][CH2:8]2)[CH2:6][CH2:5]1. The catalyst class is: 172. (5) Reactant: [CH3:1][O:2][C:3](=[O:14])[C:4]1[CH:9]=[C:8]([C:10](=O)[CH3:11])[CH:7]=[CH:6][C:5]=1[Cl:13].CO[C:17](OC)([N:19](C)C)[CH3:18].C[N:25](C)C=O. Product: [CH3:1][O:2][C:3](=[O:14])[C:4]1[CH:9]=[C:8]([C:10]2[CH:11]=[C:17]([CH3:18])[NH:19][N:25]=2)[CH:7]=[CH:6][C:5]=1[Cl:13]. The catalyst class is: 80. (6) Reactant: [Br:1][C:2]1[CH:3]=[CH:4][C:5]2[N:9]=[C:8](C(Cl)(Cl)Cl)[N:7]([C:14]3[CH:19]=[CH:18][N:17]=[C:16]([NH2:20])[N:15]=3)[C:6]=2[CH:21]=1.[CH2:22]([OH:25])[CH2:23][OH:24].C(=O)([O-])[O-].[Cs+].[Cs+]. Product: [NH2:20][C:16]1[N:15]=[C:14]([N:7]2[C:6]3[CH:21]=[C:2]([Br:1])[CH:3]=[CH:4][C:5]=3[N:9]=[C:8]2[O:24][CH2:23][CH2:22][OH:25])[CH:19]=[CH:18][N:17]=1. The catalyst class is: 6. (7) Reactant: F[C:2](F)(F)[C:3](O)=[O:4].[NH2:8][CH2:9][CH2:10][N:11]1[C:20]2[C:15](=[CH:16][CH:17]=[CH:18][CH:19]=2)[CH2:14][CH:13]([NH:21][C:22]([C:24]2[NH:33][C:27]3=[CH:28][N:29]=[C:30]([Cl:32])[CH:31]=[C:26]3[CH:25]=2)=[O:23])[C:12]1=[O:34].C1C=CC2N(O)N=NC=2C=1.C(O)(=O)C.CCN(C(C)C)C(C)C.CCN=C=NCCCN(C)C. Product: [C:3]([NH:8][CH2:9][CH2:10][N:11]1[C:20]2[C:15](=[CH:16][CH:17]=[CH:18][CH:19]=2)[CH2:14][CH:13]([NH:21][C:22]([C:24]2[NH:33][C:27]3=[CH:28][N:29]=[C:30]([Cl:32])[CH:31]=[C:26]3[CH:25]=2)=[O:23])[C:12]1=[O:34])(=[O:4])[CH3:2]. The catalyst class is: 3.